Dataset: Full USPTO retrosynthesis dataset with 1.9M reactions from patents (1976-2016). Task: Predict the reactants needed to synthesize the given product. (1) Given the product [NH2:1][C:4]1[CH:5]=[CH:6][C:7]([S:10]([CH:13]([CH2:18][CH2:19][N:20]2[C:25](=[O:26])[C:24]3[CH:27]=[CH:28][CH:29]=[CH:30][C:23]=3[N:22]=[N:21]2)[C:14]([O:16][CH3:17])=[O:15])(=[O:12])=[O:11])=[CH:8][CH:9]=1, predict the reactants needed to synthesize it. The reactants are: [N+:1]([C:4]1[CH:9]=[CH:8][C:7]([S:10]([CH:13]([CH2:18][CH2:19][N:20]2[C:25](=[O:26])[C:24]3[CH:27]=[CH:28][CH:29]=[CH:30][C:23]=3[N:22]=[N:21]2)[C:14]([O:16][CH3:17])=[O:15])(=[O:12])=[O:11])=[CH:6][CH:5]=1)([O-])=O.CO.[H][H]. (2) Given the product [C:1]1([C:7]#[C:8][C:9]2[CH:18]=[CH:17][C:16]3[C:15]([OH:34])=[CH:14][CH:13]=[CH:12][C:11]=3[N:10]=2)[CH:6]=[CH:5][CH:4]=[CH:3][CH:2]=1, predict the reactants needed to synthesize it. The reactants are: [C:1]1([C:7]#[C:8][C:9]2[CH:18]=[CH:17][C:16]3[C:11](=[CH:12][CH:13]=[CH:14][C:15]=3CC(C)(C)C([O-])=O)[N:10]=2)[CH:6]=[CH:5][CH:4]=[CH:3][CH:2]=1.[H-].[H-].[H-].[H-].[Li+].[Al+3].CC[O:34]C(C)=O.CCCCCC. (3) Given the product [Cl:32][C:29]1[C:28]([S:33]([NH2:36])(=[O:35])=[O:34])=[C:27]([OH:37])[C:26]([NH:25][C:41]([NH:39][CH:19]2[CH2:18][CH:20]2[CH3:21])=[O:42])=[CH:31][CH:30]=1, predict the reactants needed to synthesize it. The reactants are: CC1CC1C(O)=O.[CH:19]1[CH:18]=CC(P(N=[N+]=[N-])(C2C=[CH:18][CH:19]=[CH:20][CH:21]=2)=O)=[CH:21][CH:20]=1.[NH2:25][C:26]1[C:27]([OH:37])=[C:28]([S:33]([NH2:36])(=[O:35])=[O:34])[C:29]([Cl:32])=[CH:30][CH:31]=1.C[N:39]([CH:41]=[O:42])C. (4) Given the product [NH2:21][C:18]1[CH:19]=[CH:20][C:15]([S:12]([NH:11][C:8]2[CH:9]=[CH:10][C:5]3[CH2:4][O:3][B:2]([OH:1])[C:6]=3[CH:7]=2)(=[O:13])=[O:14])=[C:16]([CH2:28][CH2:29][CH2:30][OH:31])[CH:17]=1, predict the reactants needed to synthesize it. The reactants are: [OH:1][B:2]1[C:6]2[CH:7]=[C:8]([NH:11][S:12]([C:15]3[CH:20]=[CH:19][C:18]([NH:21]C(=O)C(F)(F)F)=[CH:17][C:16]=3[CH2:28][CH2:29][C:30](OCC)=[O:31])(=[O:14])=[O:13])[CH:9]=[CH:10][C:5]=2[CH2:4][O:3]1.[BH4-].[Na+].CO. (5) Given the product [CH2:31]([O:30][CH2:29][C:13]1[N:14]([CH2:15][CH:16]2[CH2:17][CH2:18][NH:19][CH2:20][CH2:21]2)[C:10]2[C:9]3[CH:8]=[CH:7][C:6]([C:33]4[CH:38]=[CH:37][CH:36]=[CH:35][CH:34]=4)=[CH:5][C:4]=3[N:3]=[C:2]([NH2:1])[C:11]=2[N:12]=1)[CH3:32], predict the reactants needed to synthesize it. The reactants are: [NH2:1][C:2]1[C:11]2[N:12]=[C:13]([CH2:29][O:30][CH2:31][CH3:32])[N:14]([CH2:15][CH:16]3[CH2:21][CH2:20][N:19](C(OC(C)(C)C)=O)[CH2:18][CH2:17]3)[C:10]=2[C:9]2[CH:8]=[CH:7][C:6]([C:33]3[CH:38]=[CH:37][CH:36]=[CH:35][CH:34]=3)=[CH:5][C:4]=2[N:3]=1.[OH-].[NH4+]. (6) Given the product [C:1]([O:5][C:6](=[O:28])[NH:7][CH2:8][C:9]1[CH:14]=[CH:13][CH:12]=[C:11]([O:15][C:16]2[CH:21]=[CH:20][CH:19]=[C:18]([C:22]#[CH:23])[CH:17]=2)[CH:10]=1)([CH3:4])([CH3:3])[CH3:2], predict the reactants needed to synthesize it. The reactants are: [C:1]([O:5][C:6](=[O:28])[NH:7][CH2:8][C:9]1[CH:14]=[CH:13][CH:12]=[C:11]([O:15][C:16]2[CH:21]=[CH:20][CH:19]=[C:18]([C:22]#[C:23][Si](C)(C)C)[CH:17]=2)[CH:10]=1)([CH3:4])([CH3:3])[CH3:2].C(=O)([O-])[O-].[K+].[K+].CO. (7) Given the product [F:26][C:24]1[CH:23]=[C:22]([CH:27]([O:29][Si:30]([CH:31]([CH3:33])[CH3:32])([CH:37]([CH3:39])[CH3:38])[CH:34]([CH3:35])[CH3:36])[CH3:28])[CH:21]=[C:20]([F:19])[C:25]=1[B:5]1[O:6][C:7]([CH3:12])([CH3:13])[C:8]([CH3:10])([CH3:11])[O:9]1, predict the reactants needed to synthesize it. The reactants are: C(O[B:5]1[O:9][C:8]([CH3:11])([CH3:10])[C:7]([CH3:13])([CH3:12])[O:6]1)(C)C.C([Li])CCC.[F:19][C:20]1[CH:21]=[C:22]([CH:27]([O:29][Si:30]([CH:37]([CH3:39])[CH3:38])([CH:34]([CH3:36])[CH3:35])[CH:31]([CH3:33])[CH3:32])[CH3:28])[CH:23]=[C:24]([F:26])[CH:25]=1. (8) Given the product [CH3:34][O:35][C:36]([C:38]1([NH:47][C:7](=[O:9])[C:6]2[CH:10]=[CH:11][C:3]([S:2][CH3:1])=[C:4]([O:12][CH2:13][CH2:14][C:15]3[CH:16]=[C:17]([CH3:21])[CH:18]=[CH:19][CH:20]=3)[CH:5]=2)[CH2:46][C:45]2[C:40](=[CH:41][CH:42]=[CH:43][CH:44]=2)[CH2:39]1)=[O:37], predict the reactants needed to synthesize it. The reactants are: [CH3:1][S:2][C:3]1[CH:11]=[CH:10][C:6]([C:7]([OH:9])=O)=[CH:5][C:4]=1[O:12][CH2:13][CH2:14][C:15]1[CH:16]=[C:17]([CH3:21])[CH:18]=[CH:19][CH:20]=1.CN(C=O)C.C(Cl)(=O)C(Cl)=O.Cl.[CH3:34][O:35][C:36]([C:38]1([NH2:47])[CH2:46][C:45]2[C:40](=[CH:41][CH:42]=[CH:43][CH:44]=2)[CH2:39]1)=[O:37].C(=O)([O-])O.[Na+]. (9) Given the product [Cl:12][C:4]1[C:5]([O:10][CH3:11])=[CH:6][C:7]([O:8][CH3:9])=[C:2]([Cl:1])[C:3]=1[C:13]1[C:24](=[O:25])[N:23]([CH2:26][CH2:27][N:28]([CH2:42][CH3:43])[CH:29]2[CH2:30][CH2:31][NH:32][CH2:33][CH2:34]2)[C:16]2[N:17]=[C:18]([NH:21][CH3:22])[N:19]=[CH:20][C:15]=2[CH:14]=1, predict the reactants needed to synthesize it. The reactants are: [Cl:1][C:2]1[C:7]([O:8][CH3:9])=[CH:6][C:5]([O:10][CH3:11])=[C:4]([Cl:12])[C:3]=1[C:13]1[C:24](=[O:25])[N:23]([CH2:26][CH2:27][N:28]([CH2:42][CH3:43])[CH:29]2[CH2:34][CH2:33][N:32](C(OC(C)(C)C)=O)[CH2:31][CH2:30]2)[C:16]2[N:17]=[C:18]([NH:21][CH3:22])[N:19]=[CH:20][C:15]=2[CH:14]=1.C(O)(C(F)(F)F)=O.C([O-])(O)=O.[Na+].